This data is from Forward reaction prediction with 1.9M reactions from USPTO patents (1976-2016). The task is: Predict the product of the given reaction. (1) Given the reactants [CH:1]1([C:4]2[CH:5]=[C:6]([C:18]3[O:22][CH:21]=[N:20][CH:19]=3)[C:7]3[N:8]([C:10]([C:13]([O:15]CC)=[O:14])=[CH:11][N:12]=3)[CH:9]=2)[CH2:3][CH2:2]1.C1COCC1.[OH-].[Na+].Cl, predict the reaction product. The product is: [CH:1]1([C:4]2[CH:5]=[C:6]([C:18]3[O:22][CH:21]=[N:20][CH:19]=3)[C:7]3[N:8]([C:10]([C:13]([OH:15])=[O:14])=[CH:11][N:12]=3)[CH:9]=2)[CH2:2][CH2:3]1. (2) Given the reactants [Br:1][C:2]1[CH:3]=[C:4]2[C:9](=[CH:10][CH:11]=1)[C:8](=[O:12])[N:7](S(C1C=CC=CC=1)(=O)=O)[CH:6]=[C:5]2[CH2:22][N:23]1[CH2:28][CH2:27][N:26]([C:29]([O:31][C:32]([CH3:35])([CH3:34])[CH3:33])=[O:30])[C@@H:25]([CH3:36])[CH2:24]1.[OH-].[Na+], predict the reaction product. The product is: [Br:1][C:2]1[CH:3]=[C:4]2[C:9](=[CH:10][CH:11]=1)[C:8](=[O:12])[NH:7][CH:6]=[C:5]2[CH2:22][N:23]1[CH2:28][CH2:27][N:26]([C:29]([O:31][C:32]([CH3:35])([CH3:34])[CH3:33])=[O:30])[C@@H:25]([CH3:36])[CH2:24]1. (3) Given the reactants [N:1]1[C:10]2[C:5](=[N:6][CH:7]=[CH:8][CH:9]=2)[CH:4]=[CH:3][C:2]=1[CH2:11]O.Cl.S1C2C=C[N:19]=CC=2C=C1CN, predict the reaction product. The product is: [N:1]1[C:10]2[C:5](=[N:6][CH:7]=[CH:8][CH:9]=2)[CH:4]=[CH:3][C:2]=1[CH2:11][NH2:19]. (4) Given the reactants [CH2:1]([O:8][C:9]([NH:11][CH2:12][CH2:13][CH2:14][CH2:15][C@H:16]([O:27][PH:28]([CH:30]([NH:34][C:35](=[O:44])[CH2:36][CH2:37][C:38]1[CH:43]=[CH:42][CH:41]=[CH:40][CH:39]=1)[CH:31]([CH3:33])[CH3:32])=[O:29])[C:17]([O:19][CH2:20][C:21]1[CH:26]=[CH:25][CH:24]=[CH:23][CH:22]=1)=[O:18])=[O:10])[C:2]1[CH:7]=[CH:6][CH:5]=[CH:4][CH:3]=1.I([O-])(=O)(=O)=[O:46].[Na+], predict the reaction product. The product is: [CH2:1]([O:8][C:9]([NH:11][CH2:12][CH2:13][CH2:14][CH2:15][C@H:16]([O:27][P:28]([CH:30]([NH:34][C:35](=[O:44])[CH2:36][CH2:37][C:38]1[CH:43]=[CH:42][CH:41]=[CH:40][CH:39]=1)[CH:31]([CH3:33])[CH3:32])([OH:46])=[O:29])[C:17]([O:19][CH2:20][C:21]1[CH:22]=[CH:23][CH:24]=[CH:25][CH:26]=1)=[O:18])=[O:10])[C:2]1[CH:3]=[CH:4][CH:5]=[CH:6][CH:7]=1. (5) Given the reactants [I:1][C:2]1[C:10]2[CH:9]=[N:8][CH:7]=[N:6][C:5]=2[N:4]([C:11]([CH3:15])([CH3:14])[CH2:12][OH:13])[CH:3]=1.[H-].[Na+].[CH3:18]I, predict the reaction product. The product is: [I:1][C:2]1[C:10]2[CH:9]=[N:8][CH:7]=[N:6][C:5]=2[N:4]([C:11]([CH3:15])([CH3:14])[CH2:12][O:13][CH3:18])[CH:3]=1.